This data is from Full USPTO retrosynthesis dataset with 1.9M reactions from patents (1976-2016). The task is: Predict the reactants needed to synthesize the given product. (1) Given the product [N:20]1([S:25]([N:9]2[CH2:10][CH2:11][C:6]3([CH2:2][O:3][CH2:4][CH2:5]3)[CH2:7][CH2:8]2)(=[O:27])=[O:26])[CH:24]=[CH:23][N:22]=[CH:21]1, predict the reactants needed to synthesize it. The reactants are: Cl.[CH2:2]1[C:6]2([CH2:11][CH2:10][NH:9][CH2:8][CH2:7]2)[CH2:5][CH2:4][O:3]1.FC(F)(F)S([O-])(=O)=O.[N:20]1([S:25](N2C=C[NH+](C)C2)(=[O:27])=[O:26])[CH:24]=[CH:23][N:22]=[CH:21]1. (2) Given the product [CH3:14][O:15][C:16]1[CH:17]=[C:18]2[C:23](=[CH:24][C:25]=1[O:26][CH3:27])[N:22]=[CH:21][N:20]=[C:19]2[NH:28][C:29]1[S:30][C:31]2[CH:37]=[C:36]([NH:38][C:10]([NH:9][C:5]3[CH:6]=[CH:7][CH:8]=[C:3]([C:2]([F:12])([F:13])[F:1])[CH:4]=3)=[O:11])[CH:35]=[CH:34][C:32]=2[N:33]=1, predict the reactants needed to synthesize it. The reactants are: [F:1][C:2]([F:13])([F:12])[C:3]1[CH:4]=[C:5]([N:9]=[C:10]=[O:11])[CH:6]=[CH:7][CH:8]=1.[CH3:14][O:15][C:16]1[CH:17]=[C:18]2[C:23](=[CH:24][C:25]=1[O:26][CH3:27])[N:22]=[CH:21][N:20]=[C:19]2[NH:28][C:29]1[S:30][C:31]2[CH:37]=[C:36]([NH2:38])[CH:35]=[CH:34][C:32]=2[N:33]=1. (3) Given the product [F:8][C:9]1[CH:14]=[CH:13][C:12]([C:15]2[S:16][C:17]([C:30]3[CH:31]=[CH:32][C:33]([CH:36]4[CH2:37][N:38]([C:47]([O:48][CH:49]([CH3:51])[CH3:50])=[O:52])[CH2:39]4)=[CH:34][CH:35]=3)=[C:18]([C@@H:20]3[CH2:25][CH2:24][CH2:23][CH2:22][C@H:21]3[C:26]([O:28][CH3:29])=[O:27])[N:19]=2)=[CH:11][CH:10]=1, predict the reactants needed to synthesize it. The reactants are: FC(F)(F)C([O-])=O.[F:8][C:9]1[CH:14]=[CH:13][C:12]([C:15]2[S:16][C:17]([C:30]3[CH:35]=[CH:34][C:33]([CH:36]4[CH2:39][NH2+:38][CH2:37]4)=[CH:32][CH:31]=3)=[C:18]([C@@H:20]3[CH2:25][CH2:24][CH2:23][CH2:22][C@H:21]3[C:26]([O:28][CH3:29])=[O:27])[N:19]=2)=[CH:11][CH:10]=1.C(N(CC)CC)C.[C:47](Cl)(=[O:52])[O:48][CH:49]([CH3:51])[CH3:50]. (4) Given the product [NH2:20][C:19]1[N:9]([C:5]2[CH:6]=[CH:7][CH:8]=[C:3]([Cl:2])[C:4]=2[CH3:11])[N:10]=[CH:15][C:16]=1[C:17]#[N:18], predict the reactants needed to synthesize it. The reactants are: Cl.[Cl:2][C:3]1[C:4]([CH3:11])=[C:5]([NH:9][NH2:10])[CH:6]=[CH:7][CH:8]=1.C(O[CH:15]=[C:16]([C:19]#[N:20])[C:17]#[N:18])C. (5) Given the product [Cl:1][C:2]1[C:3]([C:27]2[CH:32]=[C:31]([Cl:33])[CH:30]=[CH:29][C:28]=2[C:34]#[N:35])=[CH:4][C:5](=[O:26])[N:6]([CH:8]([CH3:25])[C:9]([NH:11][C:12]2[CH:13]=[CH:14][C:15]([C:16]([OH:18])=[O:17])=[CH:23][CH:24]=2)=[O:10])[CH:7]=1, predict the reactants needed to synthesize it. The reactants are: [Cl:1][C:2]1[C:3]([C:27]2[CH:32]=[C:31]([Cl:33])[CH:30]=[CH:29][C:28]=2[C:34]#[N:35])=[CH:4][C:5](=[O:26])[N:6]([CH:8]([CH3:25])[C:9]([NH:11][C:12]2[CH:24]=[CH:23][C:15]([C:16]([O:18]C(C)(C)C)=[O:17])=[CH:14][CH:13]=2)=[O:10])[CH:7]=1.C(O)(C(F)(F)F)=O. (6) Given the product [CH3:34][NH:33][C:31](=[O:32])[C:30]1[CH:35]=[CH:36][C:27]([N:16]2[CH2:17][CH2:18][CH:13]([O:12][C:10]3[CH:9]=[CH:8][C:6]4[O:7][CH:2]([CH3:1])[C:3](=[O:19])[NH:4][C:5]=4[CH:11]=3)[CH2:14][CH2:15]2)=[CH:28][CH:29]=1, predict the reactants needed to synthesize it. The reactants are: [CH3:1][CH:2]1[O:7][C:6]2[CH:8]=[CH:9][C:10]([O:12][CH:13]3[CH2:18][CH2:17][NH:16][CH2:15][CH2:14]3)=[CH:11][C:5]=2[NH:4][C:3]1=[O:19].C([O-])([O-])=O.[K+].[K+].F[C:27]1[CH:36]=[CH:35][C:30]([C:31]([NH:33][CH3:34])=[O:32])=[CH:29][CH:28]=1. (7) Given the product [F:1][C:2]1[CH:22]=[CH:21][C:5]([CH2:6][C:7]2[CH:16]=[C:11]3[C:10]([CH2:17][N:25]([C@@H:26]4[C@@H:31]([OH:32])[CH2:30][CH2:29][O:28][CH2:27]4)[C:12]3=[O:13])=[C:9]([CH3:19])[C:8]=2[CH3:20])=[CH:4][C:3]=1[O:23][CH3:24], predict the reactants needed to synthesize it. The reactants are: [F:1][C:2]1[CH:22]=[CH:21][C:5]([CH2:6][C:7]2[C:8]([CH3:20])=[C:9]([CH3:19])[C:10]([CH:17]=O)=[C:11]([CH:16]=2)[C:12](OC)=[O:13])=[CH:4][C:3]=1[O:23][CH3:24].[NH2:25][C@@H:26]1[C@@H:31]([OH:32])[CH2:30][CH2:29][O:28][CH2:27]1.S([O-])([O-])(=O)=O.[Mg+2].